This data is from Forward reaction prediction with 1.9M reactions from USPTO patents (1976-2016). The task is: Predict the product of the given reaction. (1) Given the reactants [CH3:1][S:2]([C:5]1[N:10]=[C:9]([CH2:11]O)[CH:8]=[CH:7][N:6]=1)(=[O:4])=[O:3].CN(C)C=O.S(Cl)([Cl:20])=O, predict the reaction product. The product is: [Cl:20][CH2:11][C:9]1[CH:8]=[CH:7][N:6]=[C:5]([S:2]([CH3:1])(=[O:4])=[O:3])[N:10]=1. (2) The product is: [CH3:12][O:11][C:8]1[CH:9]=[CH:10][C:5]([CH2:4][NH:3][O:2][CH3:1])=[CH:6][CH:7]=1. Given the reactants [CH3:1][O:2][N:3]=[CH:4][C:5]1[CH:10]=[CH:9][C:8]([O:11][CH3:12])=[CH:7][CH:6]=1.C([BH3-])#N.[Na+], predict the reaction product. (3) Given the reactants [C:1]1([CH3:11])[CH:6]=[CH:5][C:4]([S:7](Cl)(=[O:9])=[O:8])=[CH:3][CH:2]=1.[C@H:12]1([CH2:20][OH:21])[CH2:17][CH2:16][C@H:15]([CH2:18][OH:19])[CH2:14][CH2:13]1.CCN(CC)CC, predict the reaction product. The product is: [CH3:11][C:1]1[CH:6]=[CH:5][C:4]([S:7]([O:19][CH2:18][C@H:15]2[CH2:16][CH2:17][C@H:12]([CH2:20][OH:21])[CH2:13][CH2:14]2)(=[O:9])=[O:8])=[CH:3][CH:2]=1. (4) Given the reactants [Li+].[OH-].Br[C:4]1[CH:9]=[CH:8][C:7]([C:10]2[N:15]=[C:14]3[N:16]=[C:17]([O:19][C@@H:20]4[CH2:24][O:23][C@H:22]([CH2:25][OH:26])[C@H:21]4[OH:27])[NH:18][C:13]3=[CH:12][C:11]=2[Cl:28])=[CH:6][CH:5]=1.CC1(C)C(C)(C)OB([C:37]2[CH:42]=[CH:41][C:40]([N:43]3[N:47]=[CH:46][CH:45]=[N:44]3)=[CH:39][CH:38]=2)O1, predict the reaction product. The product is: [Cl:28][C:11]1[CH:12]=[C:13]2[NH:18][C:17]([O:19][C@@H:20]3[CH2:24][O:23][C@H:22]([CH2:25][OH:26])[C@H:21]3[OH:27])=[N:16][C:14]2=[N:15][C:10]=1[C:7]1[CH:8]=[CH:9][C:4]([C:37]2[CH:42]=[CH:41][C:40]([N:43]3[N:47]=[CH:46][CH:45]=[N:44]3)=[CH:39][CH:38]=2)=[CH:5][CH:6]=1. (5) Given the reactants [NH2:1][OH:2].[Br:3][C:4]1[C:13]2[C:8](=[CH:9][CH:10]=[CH:11][CH:12]=2)[C:7]([CH:14]=O)=[CH:6][CH:5]=1.BrC1C2C(=CC=CC=2)C(Br)=CC=1, predict the reaction product. The product is: [Br:3][C:4]1[C:13]2[C:8](=[CH:9][CH:10]=[CH:11][CH:12]=2)[C:7]([CH:14]=[N:1][OH:2])=[CH:6][CH:5]=1. (6) Given the reactants [F:1][C:2]1[C:9]([O:10][CH3:11])=[C:8](F)[C:7]([F:13])=[CH:6][C:3]=1[C:4]#[N:5].[OH:14][C:15]([C@H:18]1[CH2:22][CH2:21][NH:20][C@H:19]1[CH3:23])([CH3:17])[CH3:16].C(=O)([O-])[O-].[Li+].[Li+], predict the reaction product. The product is: [F:1][C:2]1[C:9]([O:10][CH3:11])=[C:8]([N:20]2[CH2:21][CH2:22][C@H:18]([C:15]([OH:14])([CH3:17])[CH3:16])[C@@H:19]2[CH3:23])[C:7]([F:13])=[CH:6][C:3]=1[C:4]#[N:5]. (7) Given the reactants ClC(Cl)(Cl)C([N:5]1[CH2:10][CH2:9][N:8]([C:11]2[CH:16]=[C:15]([S:17]([N:20]3[C:28]4[C:23](=[CH:24][CH:25]=[C:26]([Br:29])[CH:27]=4)[C:22]([CH:30]([F:32])[F:31])=[CH:21]3)(=[O:19])=[O:18])[CH:14]=[CH:13][C:12]=2[O:33][CH3:34])[CH2:7][CH2:6]1)=O.[OH-].[K+], predict the reaction product. The product is: [F:32][CH:30]([F:31])[C:22]1[C:23]2[C:28](=[CH:27][C:26]([Br:29])=[CH:25][CH:24]=2)[N:20]([S:17]([C:15]2[CH:14]=[CH:13][C:12]([O:33][CH3:34])=[C:11]([N:8]3[CH2:9][CH2:10][NH:5][CH2:6][CH2:7]3)[CH:16]=2)(=[O:19])=[O:18])[CH:21]=1.